Dataset: Reaction yield outcomes from USPTO patents with 853,638 reactions. Task: Predict the reaction yield, written as a fraction of the theoretical maximum amount of product (1.0 means a 100% yield; for example, 0.34 means a 34% yield). (1) The product is [N:27]1([C:18](=[N:20][C:21]2[CH:26]=[CH:25][CH:24]=[CH:23][CH:22]=2)[C:3]2[C:2](=[O:1])[CH:7]=[CH:6][N:5]([C:8]3[CH:13]=[CH:12][CH:11]=[C:10]([C:14]([F:17])([F:15])[F:16])[CH:9]=3)[N:4]=2)[C:31]2[CH:32]=[CH:33][CH:34]=[CH:35][C:30]=2[N:29]=[N:28]1. The reactants are [O:1]=[C:2]1[CH:7]=[CH:6][N:5]([C:8]2[CH:13]=[CH:12][CH:11]=[C:10]([C:14]([F:17])([F:16])[F:15])[CH:9]=2)[N:4]=[C:3]1[C:18]([NH:20][C:21]1[CH:26]=[CH:25][CH:24]=[CH:23][CH:22]=1)=O.[NH:27]1[C:31]2[CH:32]=[CH:33][CH:34]=[CH:35][C:30]=2[N:29]=[N:28]1.S(Cl)(Cl)=O. The catalyst is C(Cl)Cl. The yield is 0.580. (2) The reactants are [C:1]1([CH3:7])[CH:6]=[CH:5][CH:4]=[CH:3][CH:2]=1.FC(F)(F)S([O-])(=O)=O. The catalyst is O. The product is [CH:5]1[C:6]2[CH2:4][C:3]3[C:7](=[CH:5][CH:6]=[CH:1][CH:2]=3)[C:1]=2[CH:2]=[CH:3][CH:4]=1. The yield is 0.400. (3) The reactants are [CH3:1][O:2][C:3]([C:5]1[N:6]=[C:7]([NH:10][C:11](=[O:28])[CH:12]([C:19]2[CH:24]=[CH:23][C:22]([N+:25]([O-])=O)=[CH:21][CH:20]=2)[CH2:13][CH:14]2[CH2:18][CH2:17][CH2:16][CH2:15]2)[S:8][CH:9]=1)=[O:4]. The catalyst is C(OCC)(=O)C.[Pd]. The product is [CH3:1][O:2][C:3]([C:5]1[N:6]=[C:7]([NH:10][C:11](=[O:28])[CH:12]([C:19]2[CH:20]=[CH:21][C:22]([NH2:25])=[CH:23][CH:24]=2)[CH2:13][CH:14]2[CH2:15][CH2:16][CH2:17][CH2:18]2)[S:8][CH:9]=1)=[O:4]. The yield is 1.00.